From a dataset of Reaction yield outcomes from USPTO patents with 853,638 reactions. Predict the reaction yield, written as a fraction of the theoretical maximum amount of product (1.0 means a 100% yield; for example, 0.34 means a 34% yield). (1) The reactants are [N:1]12[CH2:8][CH2:7][CH:4]([CH2:5][CH2:6]1)[C@@H:3]([O:9][C:10]1[N:15]=[CH:14][C:13]([C:16]3[CH:17]=[CH:18][C:19]4[O:23][C:22](=[O:24])[NH:21][C:20]=4[CH:25]=3)=[CH:12][N:11]=1)[CH2:2]2.[ClH:26]. The catalyst is CCOC(C)=O. The product is [ClH:26].[ClH:26].[N:1]12[CH2:8][CH2:7][CH:4]([CH2:5][CH2:6]1)[C@@H:3]([O:9][C:10]1[N:11]=[CH:12][C:13]([C:16]3[CH:17]=[CH:18][C:19]4[O:23][C:22](=[O:24])[NH:21][C:20]=4[CH:25]=3)=[CH:14][N:15]=1)[CH2:2]2. The yield is 0.830. (2) The product is [Cl:1][C:2]1[CH:21]=[C:20]([Cl:22])[CH:19]=[CH:18][C:3]=1[O:4][C:5]1[CH:10]=[CH:9][CH:8]=[CH:7][C:6]=1[NH:11][CH:12]1[CH2:17][CH2:16][N:15]([C:30](=[O:32])[CH3:31])[CH2:14][CH2:13]1. The reactants are [Cl:1][C:2]1[CH:21]=[C:20]([Cl:22])[CH:19]=[CH:18][C:3]=1[O:4][C:5]1[CH:10]=[CH:9][CH:8]=[CH:7][C:6]=1[NH:11][CH:12]1[CH2:17][CH2:16][NH:15][CH2:14][CH2:13]1.C(N(CC)CC)C.[C:30](Cl)(=[O:32])[CH3:31]. The catalyst is C(Cl)Cl. The yield is 0.640. (3) The reactants are [C:1]([O:5][C:6]([N:8]1[CH2:12][CH:11]([F:13])[C:10]([CH3:15])([CH3:14])[CH:9]1[CH:16]=O)=[O:7])([CH3:4])([CH3:3])[CH3:2].C1(P(=[CH:37][C:38]([O:40][CH2:41][CH3:42])=[O:39])(C2C=CC=CC=2)C2C=CC=CC=2)C=CC=CC=1. The catalyst is C(Cl)Cl. The product is [C:1]([O:5][C:6]([N:8]1[CH2:12][CH:11]([F:13])[C:10]([CH3:14])([CH3:15])[CH:9]1[CH:16]=[CH:37][C:38]([O:40][CH2:41][CH3:42])=[O:39])=[O:7])([CH3:2])([CH3:3])[CH3:4]. The yield is 0.777. (4) The reactants are [N+:1]([C:4]1[CH:5]=[C:6]([C:13]([N:15]2[CH2:20][CH2:19][N:18]([CH2:21][CH2:22][N:23]3[CH2:28][CH2:27][O:26][CH2:25][CH2:24]3)[CH2:17][CH2:16]2)=O)[CH:7]=[CH:8][C:9]=1[N+:10]([O-:12])=[O:11])([O-:3])=[O:2].[BH4-].[Na+].B(F)(F)F.CCOCC. The catalyst is C1COCC1. The product is [N+:1]([C:4]1[CH:5]=[C:6]([CH:7]=[CH:8][C:9]=1[N+:10]([O-:12])=[O:11])[CH2:13][N:15]1[CH2:16][CH2:17][N:18]([CH2:21][CH2:22][N:23]2[CH2:24][CH2:25][O:26][CH2:27][CH2:28]2)[CH2:19][CH2:20]1)([O-:3])=[O:2]. The yield is 0.930. (5) The reactants are [NH2:1][C:2]1[CH:3]=[CH:4][C:5]([C:8]#[N:9])=[N:6][CH:7]=1.C(N(CC)CC)C.FC(F)(F)S(O[Si:23]([CH3:26])([CH3:25])[CH3:24])(=O)=O. The catalyst is C1(C)C=CC=CC=1. The product is [CH3:24][Si:23]([N:1]([Si:23]([CH3:26])([CH3:25])[CH3:24])[C:2]1[CH:3]=[CH:4][C:5]([C:8]#[N:9])=[N:6][CH:7]=1)([CH3:26])[CH3:25]. The yield is 0.640. (6) The reactants are [CH:1]([Mg]Br)=[CH2:2].[Cl:5][C:6]1[C:11]([N+:12]([O-])=O)=[CH:10][CH:9]=[C:8]([CH3:15])[N:7]=1.C(=O)=O.[Cl-].[NH4+]. The catalyst is C1COCC1. The product is [Cl:5][C:6]1[N:7]=[C:8]([CH3:15])[CH:9]=[C:10]2[CH:2]=[CH:1][NH:12][C:11]=12. The yield is 0.440.